This data is from Forward reaction prediction with 1.9M reactions from USPTO patents (1976-2016). The task is: Predict the product of the given reaction. (1) Given the reactants [CH3:1][O:2][CH2:3][CH2:4][C:5]1([C:13](OC)=[O:14])[CH2:12][CH2:11][CH2:10][CH2:9][CH2:8][CH2:7][CH2:6]1.[H-].[H-].[H-].[H-].[Li+].[Al+3].[OH-].[Na+], predict the reaction product. The product is: [CH3:1][O:2][CH2:3][CH2:4][C:5]1([CH2:13][OH:14])[CH2:12][CH2:11][CH2:10][CH2:9][CH2:8][CH2:7][CH2:6]1. (2) Given the reactants [Br:1][C:2]1[CH:3]=[CH:4][C:5](I)=[C:6]([C:8]([F:11])([F:10])[F:9])[CH:7]=1.[C:13]1(=[O:17])[CH2:16][CH2:15][CH2:14]1.[Cl-].[NH4+].C(OCC)(=O)C, predict the reaction product. The product is: [Br:1][C:2]1[CH:3]=[CH:4][C:5]([C:13]2([OH:17])[CH2:16][CH2:15][CH2:14]2)=[C:6]([C:8]([F:11])([F:10])[F:9])[CH:7]=1. (3) Given the reactants [C:1]([O:9][CH:10]1[CH2:15][CH2:14][CH:13]([OH:16])[CH2:12][CH2:11]1)(=[O:8])[C:2]1[CH:7]=[CH:6][CH:5]=[CH:4][CH:3]=1.[Cr](Cl)([O-])(=O)=O.[NH+]1C=CC=CC=1, predict the reaction product. The product is: [C:1]([O:9][CH:10]1[CH2:15][CH2:14][C:13](=[O:16])[CH2:12][CH2:11]1)(=[O:8])[C:2]1[CH:3]=[CH:4][CH:5]=[CH:6][CH:7]=1. (4) Given the reactants [F:1][C:2]1[CH:14]=[CH:13][C:5]([CH2:6][N:7]2[CH:11]=[C:10]([OH:12])[CH:9]=[N:8]2)=[CH:4][CH:3]=1.Cl[C:16]1[N:17]=[C:18]([OH:26])[C:19]2[CH:25]=[CH:24][N:23]=[CH:22][C:20]=2[N:21]=1, predict the reaction product. The product is: [F:1][C:2]1[CH:14]=[CH:13][C:5]([CH2:6][N:7]2[CH:11]=[C:10]([O:12][C:16]3[N:17]=[C:18]([OH:26])[C:19]4[CH:25]=[CH:24][N:23]=[CH:22][C:20]=4[N:21]=3)[CH:9]=[N:8]2)=[CH:4][CH:3]=1.